This data is from Forward reaction prediction with 1.9M reactions from USPTO patents (1976-2016). The task is: Predict the product of the given reaction. (1) Given the reactants [OH:1][C:2]1[CH:3]=[C:4]2[C:8](=[CH:9][CH:10]=1)[C:7](=[O:11])[CH2:6][CH2:5]2.Cl[C:13]1[CH:21]=[CH:20][C:16]([C:17]([NH2:19])=[O:18])=[CH:15][N:14]=1.C([O-])([O-])=O.[K+].[K+], predict the reaction product. The product is: [O:11]=[C:7]1[C:8]2[C:4](=[CH:3][C:2]([O:1][C:13]3[CH:21]=[CH:20][C:16]([C:17]([NH2:19])=[O:18])=[CH:15][N:14]=3)=[CH:10][CH:9]=2)[CH2:5][CH2:6]1. (2) Given the reactants Cl[Si](C)(C)C.[C:6]([C:9]1[CH:10]=[C:11]([C:23]([CH3:26])([CH3:25])[CH3:24])[C:12]([O:19]COC)=[C:13]([NH:15][C:16](=[O:18])[CH3:17])[CH:14]=1)(=[O:8])[CH3:7].[I-].[Na+].C(=O)([O-])O.[Na+], predict the reaction product. The product is: [C:6]([C:9]1[CH:10]=[C:11]([C:23]([CH3:26])([CH3:25])[CH3:24])[C:12]([OH:19])=[C:13]([NH:15][C:16](=[O:18])[CH3:17])[CH:14]=1)(=[O:8])[CH3:7]. (3) Given the reactants CN(C)S([N:6]1[CH:10]=[C:9]([CH:11]([C:13]2[C:18]([CH2:19][CH3:20])=[CH:17][C:16]([O:21][C:22]3[CH:27]=[CH:26][CH:25]=[CH:24][CH:23]=3)=[CH:15][C:14]=2[CH2:28][CH3:29])O)[N:8]=[C:7]1[Si](C(C)(C)C)(C)C)(=O)=O.C([SiH](CC)CC)C.FC(F)(F)C(O)=O, predict the reaction product. The product is: [CH2:28]([C:14]1[CH:15]=[C:16]([O:21][C:22]2[CH:27]=[CH:26][CH:25]=[CH:24][CH:23]=2)[CH:17]=[C:18]([CH2:19][CH3:20])[C:13]=1[CH2:11][C:9]1[N:8]=[CH:7][NH:6][CH:10]=1)[CH3:29]. (4) Given the reactants [Cl:1][C:2]1[C:3](=[O:25])[N:4](C2CCCCO2)[N:5]=[CH:6][C:7]=1[O:8][C:9]1[CH:14]=[CH:13][CH:12]=[CH:11][C:10]=1[C:15]([F:18])([F:17])[F:16].Cl, predict the reaction product. The product is: [Cl:1][C:2]1[C:3](=[O:25])[NH:4][N:5]=[CH:6][C:7]=1[O:8][C:9]1[CH:14]=[CH:13][CH:12]=[CH:11][C:10]=1[C:15]([F:17])([F:18])[F:16]. (5) Given the reactants Cl[C:2]1[N:7]=[C:6]([C:8]2[C:9]([C:17]3[CH:18]=[C:19]([NH:23][C:24](=[O:33])[C:25]4[C:30](F)=[CH:29][CH:28]=[CH:27][C:26]=4F)[CH:20]=[CH:21][CH:22]=3)=[N:10][N:11]3[CH:16]=[CH:15][CH:14]=[CH:13][C:12]=23)[CH:5]=[CH:4][N:3]=1.N1C=[CH:37][C:36]([C:39]2[CH:45]=[CH:44][C:42]([NH2:43])=[CH:41][CH:40]=2)=N1.[NH2:46][C:47]1C=CC(C(=O)CC2C=CC=CC=2)=CC=1, predict the reaction product. The product is: [CH2:47]1[C:40]2[C:39](=[CH:45][CH:44]=[C:42]([NH:43][C:2]3[N:7]=[C:6]([C:8]4[C:9]([C:17]5[CH:18]=[C:19]([NH:23][C:24](=[O:33])[C:25]6[CH:30]=[CH:29][CH:28]=[CH:27][CH:26]=6)[CH:20]=[CH:21][CH:22]=5)=[N:10][N:11]5[CH:16]=[CH:15][CH:14]=[CH:13][C:12]=45)[CH:5]=[CH:4][N:3]=3)[CH:41]=2)[CH2:36][CH2:37][NH:46]1. (6) Given the reactants [PH2](O)=O.[CH3:4][C:5]([CH3:19])([CH3:18])[CH2:6][NH:7][C:8]1[C:13]([N+:14]([O-])=O)=[CH:12][CH:11]=[C:10]([Br:17])[N:9]=1.[N:20]#[C:21]Br.CO, predict the reaction product. The product is: [Br-:17].[Br:17][C:10]1[N:9]=[C:8]2[N:7]([CH2:6][C:5]([CH3:19])([CH3:18])[CH3:4])[C:21]([NH3+:20])=[N:14][C:13]2=[CH:12][CH:11]=1. (7) Given the reactants [F:1][CH:2]([F:27])[C:3]1[CH:4]=[CH:5][C:6]([F:26])=[C:7]([C:9]2[CH:14]=[CH:13][C:12]([C:15](OC)=[O:16])=[CH:11][C:10]=2[CH:19]2[CH2:23][CH2:22][CH2:21][C:20]2([CH3:25])[CH3:24])[CH:8]=1.[H-].[H-].[H-].[H-].[Li+].[Al+3].[OH-].[Na+], predict the reaction product. The product is: [F:27][CH:2]([F:1])[C:3]1[CH:4]=[CH:5][C:6]([F:26])=[C:7]([C:9]2[CH:14]=[CH:13][C:12]([CH2:15][OH:16])=[CH:11][C:10]=2[CH:19]2[CH2:23][CH2:22][CH2:21][C:20]2([CH3:24])[CH3:25])[CH:8]=1. (8) Given the reactants [CH3:1][O:2][C:3]1[CH:4]=[C:5]([C:11]2[CH:12]=[CH:13][C:14]3[N:15]([C:17]([C:21]4[CH:26]=[CH:25][C:24](N5CCCCC5=O)=[CH:23][CH:22]=4)=[C:18]([CH3:20])[N:19]=3)[N:16]=2)[CH:6]=[CH:7][C:8]=1[O:9][CH3:10].[CH2:34]([S:36](C1C=CC(B(O)O)=CC=1)(=[O:38])=[O:37])[CH3:35].C([O-])([O-])=O.[K+].[K+], predict the reaction product. The product is: [CH3:1][O:2][C:3]1[CH:4]=[C:5]([C:11]2[CH:12]=[CH:13][C:14]3[N:15]([C:17]([C:21]4[CH:26]=[CH:25][C:24]([S:36]([CH2:34][CH3:35])(=[O:38])=[O:37])=[CH:23][CH:22]=4)=[C:18]([CH3:20])[N:19]=3)[N:16]=2)[CH:6]=[CH:7][C:8]=1[O:9][CH3:10]. (9) Given the reactants C([O:3][CH2:4][CH2:5][O:6][NH:7][C:8]([C:10]1[N:18]([CH3:19])[C:17]2[CH:16]=[CH:15][N:14]=[CH:13][C:12]=2[C:11]=1[NH:20][C:21]1[CH:26]=[CH:25][C:24]([I:27])=[CH:23][C:22]=1[F:28])=[O:9])=C.Cl.C(=O)([O-])O.[Na+], predict the reaction product. The product is: [OH:3][CH2:4][CH2:5][O:6][NH:7][C:8]([C:10]1[N:18]([CH3:19])[C:17]2[CH:16]=[CH:15][N:14]=[CH:13][C:12]=2[C:11]=1[NH:20][C:21]1[CH:26]=[CH:25][C:24]([I:27])=[CH:23][C:22]=1[F:28])=[O:9].